Dataset: Full USPTO retrosynthesis dataset with 1.9M reactions from patents (1976-2016). Task: Predict the reactants needed to synthesize the given product. (1) Given the product [CH3:1][C:2]1[N:3]=[C:4]([C:22](=[O:24])[CH3:23])[S:5][C:6]=1[CH3:7], predict the reactants needed to synthesize it. The reactants are: [CH3:1][C:2]1[N:3]=[CH:4][S:5][C:6]=1[CH3:7].CCCCCC.C([Li])CCC.CON(C)[C:22](=[O:24])[CH3:23]. (2) Given the product [Br:8][C:4]1[CH:5]=[CH:6][CH:7]=[C:2]([C:14]2[S:18][C:17]([C:19]3[CH:20]=[N:21][CH:22]=[CH:23][CH:24]=3)=[N:16][CH:15]=2)[N:3]=1, predict the reactants needed to synthesize it. The reactants are: Br[C:2]1[CH:7]=[CH:6][CH:5]=[C:4]([Br:8])[N:3]=1.C([Sn](CCCC)(CCCC)[C:14]1[S:18][C:17]([C:19]2[CH:20]=[N:21][CH:22]=[CH:23][CH:24]=2)=[N:16][CH:15]=1)CCC.C(Cl)Cl.C1(C)C=CC=CC=1. (3) Given the product [CH:21]([CH:23]1[C:31]2[C:30]([N:43]3[CH2:42][CH2:41][N:40]([C:46]([O:48][C:49]([CH3:52])([CH3:51])[CH3:50])=[O:47])[CH2:45][CH2:44]3)=[N:29][CH:28]=[N:27][C:26]=2[CH2:25][CH2:24]1)=[CH2:22], predict the reactants needed to synthesize it. The reactants are: NC1CCC(C=C)C=1C(OCC)=O.C([O-])=O.[NH4+].C(N)=O.[CH:21]([CH:23]1[C:31]2[C:30](=O)[NH:29][CH:28]=[N:27][C:26]=2[CH2:25][CH2:24]1)=[CH2:22].O=P(Cl)(Cl)Cl.[OH-].[K+].[N:40]1([C:46]([O:48][C:49]([CH3:52])([CH3:51])[CH3:50])=[O:47])[CH2:45][CH2:44][NH:43][CH2:42][CH2:41]1. (4) Given the product [Br:31][C:32]1[CH:37]=[CH:36][C:35](/[C:38](/[CH3:42])=[CH:39]/[CH2:40][O:30][C:27]2[CH:26]=[CH:25][C:24]([CH2:23][C@H:17]([O:16][CH2:14][CH3:15])[C:18]([O:20][CH2:21][CH3:22])=[O:19])=[CH:29][CH:28]=2)=[CH:34][CH:33]=1, predict the reactants needed to synthesize it. The reactants are: C(P(CCCC)CCCC)CCC.[CH2:14]([O:16][C@@H:17]([CH2:23][C:24]1[CH:29]=[CH:28][C:27]([OH:30])=[CH:26][CH:25]=1)[C:18]([O:20][CH2:21][CH3:22])=[O:19])[CH3:15].[Br:31][C:32]1[CH:37]=[CH:36][C:35](/[C:38](/[CH3:42])=[CH:39]/[CH2:40]O)=[CH:34][CH:33]=1. (5) Given the product [C:1]([O:5][C:6]([N:8]1[C:17]2[C:12](=[N:13][C:14]([O:18][CH3:19])=[CH:15][CH:16]=2)[C@@H:11]([NH2:20])[CH2:10][C@H:9]1[CH2:32][CH3:33])=[O:7])([CH3:4])([CH3:3])[CH3:2], predict the reactants needed to synthesize it. The reactants are: [C:1]([O:5][C:6]([N:8]1[C:17]2[C:12](=[N:13][C:14]([O:18][CH3:19])=[CH:15][CH:16]=2)[C@@H:11]([NH:20]C(O[C@@H](C2C=CC=CC=2)C)=O)[CH2:10][C@H:9]1[CH2:32][CH3:33])=[O:7])([CH3:4])([CH3:3])[CH3:2]. (6) Given the product [Cl:21][C:5]1[C:6]([NH:8][C:9]2[CH:14]=[CH:13][CH:12]=[CH:11][C:10]=2[S:15]([CH:18]([CH3:20])[CH3:19])(=[O:17])=[O:16])=[N:7][C:2]([NH:32][C:29]2[C:28]([O:33][CH3:34])=[N:27][C:26]([P:23]([CH3:22])([CH3:25])=[O:24])=[CH:31][N:30]=2)=[N:3][CH:4]=1, predict the reactants needed to synthesize it. The reactants are: Cl[C:2]1[N:7]=[C:6]([NH:8][C:9]2[CH:14]=[CH:13][CH:12]=[CH:11][C:10]=2[S:15]([CH:18]([CH3:20])[CH3:19])(=[O:17])=[O:16])[C:5]([Cl:21])=[CH:4][N:3]=1.[CH3:22][P:23]([C:26]1[N:27]=[C:28]([O:33][CH3:34])[C:29]([NH2:32])=[N:30][CH:31]=1)([CH3:25])=[O:24].CC1(C)C2C(=C(P(C3C=CC=CC=3)C3C=CC=CC=3)C=CC=2)OC2C(P(C3C=CC=CC=3)C3C=CC=CC=3)=CC=CC1=2.C(=O)([O-])[O-].[Cs+].[Cs+]. (7) Given the product [CH3:23][N:2]([CH3:1])[C:3]([C:5]1[N:6]=[CH:7][C:8]([O:11][C:12]2[CH:13]=[C:14]([CH:19]=[C:20]([O:22][C@@H:49]([CH3:50])[CH2:48][O:47][C:44]([CH3:46])([CH3:45])[CH3:43])[CH:21]=2)[C:15]([O:17][CH3:18])=[O:16])=[N:9][CH:10]=1)=[O:4], predict the reactants needed to synthesize it. The reactants are: [CH3:1][N:2]([CH3:23])[C:3]([C:5]1[N:6]=[CH:7][C:8]([O:11][C:12]2[CH:13]=[C:14]([CH:19]=[C:20]([OH:22])[CH:21]=2)[C:15]([O:17][CH3:18])=[O:16])=[N:9][CH:10]=1)=[O:4].C1(P(C2C=CC=CC=2)C2C=CC=CC=2)C=CC=CC=1.[CH3:43][C:44]([O:47][CH2:48][C@H:49](O)[CH3:50])([CH3:46])[CH3:45].CCOC(/N=N/C(OCC)=O)=O. (8) Given the product [C:1]([O:5][C:6]([N:8]1[CH2:13][CH2:12][N:11]([CH3:21])[CH:10]([C:14]([OH:16])=[O:15])[CH2:9]1)=[O:7])([CH3:4])([CH3:2])[CH3:3], predict the reactants needed to synthesize it. The reactants are: [C:1]([O:5][C:6]([N:8]1[CH2:13][CH2:12][NH:11][CH:10]([C:14]([OH:16])=[O:15])[CH2:9]1)=[O:7])([CH3:4])([CH3:3])[CH3:2].C=O.[BH-](OC(C)=O)(OC(C)=O)O[C:21](C)=O.[Na+].C([O-])(O)=O.[Na+]. (9) Given the product [F:45][C:46]([F:51])([F:50])[C:47]([OH:49])=[O:48].[CH3:44][N:2]([CH3:1])[CH2:3][CH2:4][CH2:5][C:6]1[CH:7]=[C:8]([NH:16][C:17]2[C:26]3[C:21](=[CH:22][CH:23]=[CH:24][CH:25]=3)[C:20]([C:27]3[CH:35]=[C:34]4[C:30]([C:31]([CH3:43])=[N:32][NH:33]4)=[CH:29][CH:28]=3)=[N:19][N:18]=2)[CH:9]=[C:10]([C:12]([F:14])([F:15])[F:13])[CH:11]=1, predict the reactants needed to synthesize it. The reactants are: [CH3:1][N:2]([CH3:44])[CH2:3][CH2:4][CH2:5][C:6]1[CH:7]=[C:8]([NH:16][C:17]2[C:26]3[C:21](=[CH:22][CH:23]=[CH:24][CH:25]=3)[C:20]([C:27]3[CH:35]=[C:34]4[C:30]([C:31]([CH3:43])=[N:32][N:33]4C(OC(C)(C)C)=O)=[CH:29][CH:28]=3)=[N:19][N:18]=2)[CH:9]=[C:10]([C:12]([F:15])([F:14])[F:13])[CH:11]=1.[F:45][C:46]([F:51])([F:50])[C:47]([OH:49])=[O:48].